This data is from Forward reaction prediction with 1.9M reactions from USPTO patents (1976-2016). The task is: Predict the product of the given reaction. (1) Given the reactants [I:1][C:2]1[NH:6][C:5]([C:7]2([CH3:11])[CH2:10]OC2)=[N:4][C:3]=1[C:12]([F:15])([F:14])[F:13].[O:16]1[CH2:21]CC(C=O)C[CH2:17]1, predict the reaction product. The product is: [I:1][C:2]1[NH:6][C:5]([CH:7]2[CH2:10][CH2:21][O:16][CH2:17][CH2:11]2)=[N:4][C:3]=1[C:12]([F:13])([F:14])[F:15]. (2) Given the reactants [CH3:1][N:2]1[CH2:9][C@@H:8]2[C@@H:4]([N:5]([C:10]3[CH:15]=[CH:14][C:13]([N:16]4[CH2:21][CH2:20][NH:19][CH2:18][CH2:17]4)=[CH:12][CH:11]=3)[CH2:6][CH2:7]2)[CH2:3]1.Br[C:23]1[CH:24]=[CH:25][C:26]([C:29]#[N:30])=[N:27][CH:28]=1.C1(P(C2C=CC=CC=2)C2C3OC4C(=CC=CC=4P(C4C=CC=CC=4)C4C=CC=CC=4)C(C)(C)C=3C=CC=2)C=CC=CC=1.C(=O)([O-])[O-].[Cs+].[Cs+], predict the reaction product. The product is: [CH3:1][N:2]1[CH2:9][C@@H:8]2[C@@H:4]([N:5]([C:10]3[CH:11]=[CH:12][C:13]([N:16]4[CH2:17][CH2:18][N:19]([C:23]5[CH:24]=[CH:25][C:26]([C:29]#[N:30])=[N:27][CH:28]=5)[CH2:20][CH2:21]4)=[CH:14][CH:15]=3)[CH2:6][CH2:7]2)[CH2:3]1. (3) Given the reactants [C:1]([C:5]1[CH:10]=[CH:9][C:8]([C@H:11]2[CH2:16][C@H:15]([C:17]3[O:21][NH:20][C:19](=[O:22])[CH:18]=3)[CH2:14][CH2:13][N:12]2C(OC)=O)=[CH:7][CH:6]=1)([CH3:4])([CH3:3])[CH3:2].Br, predict the reaction product. The product is: [C:1]([C:5]1[CH:10]=[CH:9][C:8]([C@H:11]2[CH2:16][C@H:15]([C:17]3[O:21][NH:20][C:19](=[O:22])[CH:18]=3)[CH2:14][CH2:13][NH:12]2)=[CH:7][CH:6]=1)([CH3:4])([CH3:2])[CH3:3]. (4) Given the reactants C([O:8][C:9]1[CH:10]=[CH:11][C:12]([C@@H:20]([O:24][Si:25]([C:28]([CH3:31])([CH3:30])[CH3:29])([CH3:27])[CH3:26])[CH2:21][NH:22][CH3:23])=[C:13]2[C:18]=1[NH:17][C:16](=[O:19])[CH:15]=[CH:14]2)C1C=CC=CC=1, predict the reaction product. The product is: [Si:25]([O:24][C@H:20]([C:12]1[CH:11]=[CH:10][C:9]([OH:8])=[C:18]2[C:13]=1[CH:14]=[CH:15][C:16](=[O:19])[NH:17]2)[CH2:21][NH:22][CH3:23])([C:28]([CH3:30])([CH3:31])[CH3:29])([CH3:27])[CH3:26]. (5) Given the reactants [CH3:1][O:2][C:3]([C:5]1[C:14]2[C:9](=[CH:10][C:11]([O:15][CH3:16])=[CH:12][CH:13]=2)[N:8]=[C:7]([C:17]2[CH:22]=[CH:21][CH:20]=[CH:19][CH:18]=2)[C:6]=1[CH3:23])=[O:4].[Br:24]N1C(=O)CCC1=O.C(OOC(=O)C1C=CC=CC=1)(=O)C1C=CC=CC=1.[N:50]1([CH:56]2[CH2:61][CH2:60][NH:59][CH2:58][CH2:57]2)[CH2:55][CH2:54][CH2:53][CH2:52][CH2:51]1.C([O-])([O-])=O.[K+].[K+], predict the reaction product. The product is: [CH3:1][O:2][C:3]([C:5]1[C:14]2[C:9](=[C:10]([Br:24])[C:11]([O:15][CH3:16])=[CH:12][CH:13]=2)[N:8]=[C:7]([C:17]2[CH:22]=[CH:21][CH:20]=[CH:19][CH:18]=2)[C:6]=1[CH2:23][N:59]1[CH2:60][CH2:61][CH:56]([N:50]2[CH2:55][CH2:54][CH2:53][CH2:52][CH2:51]2)[CH2:57][CH2:58]1)=[O:4]. (6) Given the reactants [OH:1][CH:2]([C:13]1[CH:18]=[CH:17][N:16]=[CH:15][CH:14]=1)[C:3]1[CH:8]=[CH:7][CH:6]=[C:5]([O:9][CH3:10])[C:4]=1[O:11][CH3:12], predict the reaction product. The product is: [OH:1][CH:2]([CH:13]1[CH2:14][CH2:15][NH:16][CH2:17][CH2:18]1)[C:3]1[CH:8]=[CH:7][CH:6]=[C:5]([O:9][CH3:10])[C:4]=1[O:11][CH3:12]. (7) Given the reactants Cl[C:2]1[O:3][C:4]([C:7]2[N:8]([C:17]([O:19][C:20]([CH3:23])([CH3:22])[CH3:21])=[O:18])[C:9]3[C:14]([CH:15]=2)=[CH:13][C:12]([F:16])=[CH:11][CH:10]=3)=[CH:5][N:6]=1.[NH2:24][C:25]1[CH:26]=[C:27]([OH:31])[CH:28]=[CH:29][CH:30]=1, predict the reaction product. The product is: [F:16][C:12]1[CH:13]=[C:14]2[C:9](=[CH:10][CH:11]=1)[N:8]([C:17]([O:19][C:20]([CH3:23])([CH3:22])[CH3:21])=[O:18])[C:7]([C:4]1[O:3][C:2]([NH:24][C:25]3[CH:30]=[CH:29][CH:28]=[C:27]([OH:31])[CH:26]=3)=[N:6][CH:5]=1)=[CH:15]2. (8) Given the reactants [CH:1]1([C:6]2[C:10]([N+:11]([O-:13])=[O:12])=[C:9]([C:14]([O:16]CC)=O)[O:8][N:7]=2)[CH2:5][CH2:4][CH2:3][CH2:2]1.[NH3:19], predict the reaction product. The product is: [CH:1]1([C:6]2[C:10]([N+:11]([O-:13])=[O:12])=[C:9]([C:14]([NH2:19])=[O:16])[O:8][N:7]=2)[CH2:5][CH2:4][CH2:3][CH2:2]1.